From a dataset of Reaction yield outcomes from USPTO patents with 853,638 reactions. Predict the reaction yield, written as a fraction of the theoretical maximum amount of product (1.0 means a 100% yield; for example, 0.34 means a 34% yield). (1) The reactants are [NH2:1][C:2]1[CH:3]=[C:4]([CH:9]=[CH:10][C:11]=1[OH:12])[C:5]([O:7][CH3:8])=[O:6].[F:13][C:14]([F:25])([F:24])[C:15](O[C:15](=[O:16])[C:14]([F:25])([F:24])[F:13])=[O:16].C([O-])(O)=O.[Na+]. The catalyst is C1COCC1. The product is [OH:12][C:11]1[CH:10]=[CH:9][C:4]([C:5]([O:7][CH3:8])=[O:6])=[CH:3][C:2]=1[NH:1][C:15](=[O:16])[C:14]([F:25])([F:24])[F:13]. The yield is 0.870. (2) The reactants are Cl[C:2]1[N:7]=[C:6]([NH:8][C:9]2[CH:18]=[CH:17][CH:16]=[CH:15][C:10]=2[C:11]([NH:13][CH3:14])=[O:12])[C:5]([C:19]([F:22])([F:21])[F:20])=[CH:4][N:3]=1.[NH2:23][C:24]1[CH:29]=[CH:28][C:27]([CH:30]([P:32](=[O:39])([O:36][CH2:37][CH3:38])[O:33][CH2:34][CH3:35])[OH:31])=[CH:26][CH:25]=1.[C:40](O)(C(F)(F)F)=O. The catalyst is CO. The product is [CH3:40][O:31][CH:30]([P:32](=[O:39])([O:33][CH2:34][CH3:35])[O:36][CH2:37][CH3:38])[C:27]1[CH:28]=[CH:29][C:24]([NH:23][C:2]2[N:7]=[C:6]([NH:8][C:9]3[CH:18]=[CH:17][CH:16]=[CH:15][C:10]=3[C:11](=[O:12])[NH:13][CH3:14])[C:5]([C:19]([F:22])([F:21])[F:20])=[CH:4][N:3]=2)=[CH:25][CH:26]=1. The yield is 0.270.